Dataset: Reaction yield outcomes from USPTO patents with 853,638 reactions. Task: Predict the reaction yield, written as a fraction of the theoretical maximum amount of product (1.0 means a 100% yield; for example, 0.34 means a 34% yield). (1) The reactants are C([O:4][CH2:5][C:6]1[C:15]([C:16]2[CH:21]=[CH:20][CH:19]=[C:18]([NH:22][C:23](=[O:26])[CH:24]=[CH2:25])[CH:17]=2)=[C:14]2[C:9]([CH:10]=[N:11][C:12]([NH:27][C:28]3[CH:33]=[CH:32][C:31]([N:34]4[CH2:39][CH2:38][N:37]([CH3:40])[CH2:36][CH2:35]4)=[CH:30][CH:29]=3)=[N:13]2)=[CH:8][CH:7]=1)(=O)C.[OH-].[Na+]. The catalyst is C1COCC1.CC(=O)OCC. The product is [OH:4][CH2:5][C:6]1[C:15]([C:16]2[CH:17]=[C:18]([NH:22][C:23](=[O:26])[CH:24]=[CH2:25])[CH:19]=[CH:20][CH:21]=2)=[C:14]2[C:9]([CH:10]=[N:11][C:12]([NH:27][C:28]3[CH:33]=[CH:32][C:31]([N:34]4[CH2:39][CH2:38][N:37]([CH3:40])[CH2:36][CH2:35]4)=[CH:30][CH:29]=3)=[N:13]2)=[CH:8][CH:7]=1. The yield is 0.682. (2) The reactants are [C:1]([C:4]1[N:8]2[CH:9]=[CH:10][C:11]([CH:13]3[CH2:18][CH2:17][N:16]([C:19]([O:21][CH2:22][C:23]4[CH:28]=[CH:27][CH:26]=[CH:25][CH:24]=4)=[O:20])[CH2:15][CH2:14]3)=[CH:12][C:7]2=[N:6][C:5]=1[C:29]1[CH:34]=[CH:33][C:32]([F:35])=[CH:31][CH:30]=1)(=[O:3])[CH3:2]. The catalyst is CN(C(OC)OC)C. The product is [CH3:7][N:8]([CH3:9])/[CH:4]=[CH:2]/[C:1]([C:4]1[N:8]2[CH:9]=[CH:10][C:11]([CH:13]3[CH2:14][CH2:15][N:16]([C:19]([O:21][CH2:22][C:23]4[CH:28]=[CH:27][CH:26]=[CH:25][CH:24]=4)=[O:20])[CH2:17][CH2:18]3)=[CH:12][C:7]2=[N:6][C:5]=1[C:29]1[CH:30]=[CH:31][C:32]([F:35])=[CH:33][CH:34]=1)=[O:3]. The yield is 0.720. (3) The yield is 0.970. The reactants are [F:1][C:2]([F:32])([F:31])[O:3][C:4]1[CH:9]=[CH:8][C:7]([N:10]2[CH:14]=[N:13][C:12]([C:15]3[CH:30]=[CH:29][C:18]([CH2:19][CH2:20][NH:21][C:22](=[O:28])[O:23][C:24]([CH3:27])([CH3:26])[CH3:25])=[CH:17][CH:16]=3)=[N:11]2)=[CH:6][CH:5]=1.[H-].[Na+].I[CH3:36]. The catalyst is CN(C)C=O. The product is [CH3:36][N:21]([CH2:20][CH2:19][C:18]1[CH:29]=[CH:30][C:15]([C:12]2[N:13]=[CH:14][N:10]([C:7]3[CH:6]=[CH:5][C:4]([O:3][C:2]([F:1])([F:31])[F:32])=[CH:9][CH:8]=3)[N:11]=2)=[CH:16][CH:17]=1)[C:22](=[O:28])[O:23][C:24]([CH3:25])([CH3:26])[CH3:27].